From a dataset of Reaction yield outcomes from USPTO patents with 853,638 reactions. Predict the reaction yield, written as a fraction of the theoretical maximum amount of product (1.0 means a 100% yield; for example, 0.34 means a 34% yield). (1) The reactants are BrC1C=C[C:5](NCC(OC)=O)=[N:6]C=1.[Cl:14][C:15]1[CH:16]=[C:17]2[C:21](=[CH:22][CH:23]=1)[N:20]([CH3:24])[CH:19]=[C:18]2[CH:25]=O. No catalyst specified. The product is [Cl:14][C:15]1[CH:16]=[C:17]2[C:21](=[CH:22][CH:23]=1)[N:20]([CH3:24])[CH:19]=[C:18]2[CH2:25][NH:6][CH3:5]. The yield is 0.930. (2) The reactants are [NH2:1][C:2]1[C:11]([NH2:12])=[CH:10][CH:9]=[CH:8][C:3]=1[C:4]([O:6][CH3:7])=[O:5].[O:13]1CCC[CH2:14]1. No catalyst specified. The product is [O:13]=[C:14]1[NH:12][C:11]2[CH:10]=[CH:9][CH:8]=[C:3]([C:4]([O:6][CH3:7])=[O:5])[C:2]=2[NH:1]1. The yield is 0.840. (3) The reactants are [NH:1]1[CH:5]=[C:4](B(O)O)[CH:3]=[N:2]1.Br[C:10]1[CH:11]=[C:12]2[C:18]([C:19]3[CH:24]=[CH:23][CH:22]=[CH:21][CH:20]=3)=[N:17][N:16](C3CCCCO3)[C:13]2=[CH:14][N:15]=1. No catalyst specified. The product is [C:19]1([C:18]2[C:12]3[C:13](=[CH:14][N:15]=[C:10]([C:4]4[CH:5]=[N:1][NH:2][CH:3]=4)[CH:11]=3)[NH:16][N:17]=2)[CH:20]=[CH:21][CH:22]=[CH:23][CH:24]=1. The yield is 0.230. (4) The yield is 0.940. The product is [C:12]([O:16][C:17]([N:19]1[CH2:24][CH2:23][CH:22]([O:10][C:7]2[CH:8]=[CH:9][C:2]([Br:1])=[C:3]([F:11])[C:4]=2[CH:5]=[O:6])[CH2:21][CH2:20]1)=[O:18])([CH3:15])([CH3:13])[CH3:14]. The reactants are [Br:1][C:2]1[C:3]([F:11])=[C:4]([C:7]([OH:10])=[CH:8][CH:9]=1)[CH:5]=[O:6].[C:12]([O:16][C:17]([N:19]1[CH2:24][CH2:23][CH:22](OS(C2C=CC(C)=CC=2)(=O)=O)[CH2:21][CH2:20]1)=[O:18])([CH3:15])([CH3:14])[CH3:13].C([O-])([O-])=O.[K+].[K+]. The catalyst is CN(C)C=O. (5) The reactants are [NH2:1][C:2]1[CH:7]=[C:6]([F:8])[C:5]([N+:9]([O-:11])=[O:10])=[CH:4][C:3]=1[C:12]#[C:13][C:14]([CH3:22])([CH3:21])[CH2:15][C:16]([O:18][CH2:19][CH3:20])=[O:17].C(OCC)(=O)C. The catalyst is CC#N.Cl[Pd]Cl. The product is [F:8][C:6]1[CH:7]=[C:2]2[C:3]([CH:12]=[C:13]([C:14]([CH3:21])([CH3:22])[CH2:15][C:16]([O:18][CH2:19][CH3:20])=[O:17])[NH:1]2)=[CH:4][C:5]=1[N+:9]([O-:11])=[O:10]. The yield is 0.980.